From a dataset of Full USPTO retrosynthesis dataset with 1.9M reactions from patents (1976-2016). Predict the reactants needed to synthesize the given product. (1) Given the product [C:1]([O:5][C:6](=[O:7])[NH:8][C@@H:9]1[CH2:18][CH2:17][C:12]2([O:13][CH2:14][CH2:15][O:16]2)[C@H:11]([SH:19])[CH2:10]1)([CH3:4])([CH3:2])[CH3:3], predict the reactants needed to synthesize it. The reactants are: [C:1]([O:5][C:6]([NH:8][C@@H:9]1[CH2:18][CH2:17][C:12]2([O:16][CH2:15][CH2:14][O:13]2)[C@H:11]([S:19]C(=O)C2C=CC=CC=2)[CH2:10]1)=[O:7])([CH3:4])([CH3:3])[CH3:2].NN. (2) Given the product [O:2]1[C:1]2[CH:8]=[CH:7][CH:6]=[CH:5][C:3]=2[O:4][CH:15]1[C:14]([O:13][CH3:12])=[O:18], predict the reactants needed to synthesize it. The reactants are: [C:1]1([C:3](=[CH:5][CH:6]=[CH:7][CH:8]=1)[OH:4])[OH:2].C[O-].[Na+].[CH3:12][O:13][C:14](=[O:18])[CH:15](Cl)Cl. (3) The reactants are: [S:1]1[C:5]2=[CH:6][N:7]=[CH:8][CH:9]=[C:4]2[CH:3]=[C:2]1[C:10]([O:12][CH2:13][CH3:14])=[O:11].ClC1C=C(C=CC=1)C(OO)=[O:20]. Given the product [CH2:13]([O:12][C:10]([C:2]1[S:1][C:5]2=[CH:6][N+:7]([O-:20])=[CH:8][CH:9]=[C:4]2[CH:3]=1)=[O:11])[CH3:14], predict the reactants needed to synthesize it. (4) Given the product [CH2:7]([CH:8]1[O:20][CH:9]1[CH2:10][OH:11])[C:1]1[CH:6]=[CH:5][CH:4]=[CH:3][CH:2]=1, predict the reactants needed to synthesize it. The reactants are: [C:1]1([CH2:7]/[CH:8]=[CH:9]/[CH2:10][OH:11])[CH:6]=[CH:5][CH:4]=[CH:3][CH:2]=1.ClC1C=CC=C(C(OO)=[O:20])C=1.